Task: Predict the product of the given reaction.. Dataset: Forward reaction prediction with 1.9M reactions from USPTO patents (1976-2016) (1) Given the reactants [Cl:1][C:2]1[CH:7]=[C:6](F)[C:5]([N+:9]([O-:11])=[O:10])=[CH:4][C:3]=1[F:12].[F:13][C:14]([F:24])([F:23])[CH2:15][CH2:16][N:17]1[CH2:22][CH2:21][NH:20][CH2:19][CH2:18]1, predict the reaction product. The product is: [Cl:1][C:2]1[C:3]([F:12])=[CH:4][C:5]([N+:9]([O-:11])=[O:10])=[C:6]([N:20]2[CH2:19][CH2:18][N:17]([CH2:16][CH2:15][C:14]([F:23])([F:24])[F:13])[CH2:22][CH2:21]2)[CH:7]=1. (2) Given the reactants [Cl:1][C:2]1[CH:3]=[C:4]([NH:9][C:10](=[O:25])[C:11]2[CH:16]=[C:15]([C:17]([F:20])([F:19])[F:18])[CH:14]=[C:13]([N+:21]([O-:23])=[O:22])[C:12]=2Cl)[CH:5]=[CH:6][C:7]=1[Cl:8].[NH:26]1[CH2:31][CH2:30][CH2:29][CH2:28][CH2:27]1.O, predict the reaction product. The product is: [Cl:1][C:2]1[CH:3]=[C:4]([NH:9][C:10](=[O:25])[C:11]2[CH:16]=[C:15]([C:17]([F:20])([F:19])[F:18])[CH:14]=[C:13]([N+:21]([O-:23])=[O:22])[C:12]=2[N:26]2[CH2:31][CH2:30][CH2:29][CH2:28][CH2:27]2)[CH:5]=[CH:6][C:7]=1[Cl:8]. (3) Given the reactants [C:1]1([C:7]([OH:11])([CH3:10])[CH2:8][OH:9])[CH:6]=[CH:5][CH:4]=[CH:3][CH:2]=1.CC(OI1(OC(C)=O)(OC(C)=O)OC(=O)C2C=CC=CC1=2)=O.CCOC(C)=O, predict the reaction product. The product is: [OH:11][C:7]([C:1]1[CH:6]=[CH:5][CH:4]=[CH:3][CH:2]=1)([CH3:10])[CH:8]=[O:9]. (4) The product is: [Cl:5][C:6]1[N:11]=[C:10]([C:12]2[NH:13][C:14]3[C:19]([CH:20]=2)=[CH:18][CH:17]=[CH:16][CH:15]=3)[C:9]([OH:21])=[CH:8][CH:7]=1. Given the reactants B(Br)(Br)Br.[Cl:5][C:6]1[N:11]=[C:10]([C:12]2[NH:13][C:14]3[C:19]([CH:20]=2)=[CH:18][CH:17]=[CH:16][CH:15]=3)[C:9]([O:21]C)=[CH:8][CH:7]=1, predict the reaction product. (5) Given the reactants [O:1]1[CH2:6][CH2:5][CH2:4][CH2:3][CH:2]1[O:7][CH2:8][CH2:9][O:10][CH:11]1[CH2:14][N:13]([C:15]2[CH:20]=[CH:19][C:18]([NH2:21])=[CH:17][CH:16]=2)[CH2:12]1.Cl[C:23]1[C:28]([N+:29]([O-:31])=[O:30])=[CH:27][N:26]=[C:25]([O:32][CH3:33])[CH:24]=1.C(=O)([O-])[O-].[K+].[K+].O, predict the reaction product. The product is: [CH3:33][O:32][C:25]1[CH:24]=[C:23]([NH:21][C:18]2[CH:17]=[CH:16][C:15]([N:13]3[CH2:14][CH:11]([O:10][CH2:9][CH2:8][O:7][CH:2]4[CH2:3][CH2:4][CH2:5][CH2:6][O:1]4)[CH2:12]3)=[CH:20][CH:19]=2)[C:28]([N+:29]([O-:31])=[O:30])=[CH:27][N:26]=1. (6) Given the reactants [F:1][C:2]1[CH:30]=[CH:29][C:5]([CH2:6][NH:7][C:8]([C:10]2[N:11]=[C:12]([C:19]([NH:22][C:23](=[O:28])[C:24]([O:26]C)=O)([CH3:21])[CH3:20])[N:13]([CH3:18])[C:14](=[O:17])[C:15]=2[OH:16])=[O:9])=[CH:4][CH:3]=1.NC([C:35]1[N:36](C)[C:37](=O)C(O)=C(C(NCC2C=CC(F)=CC=2)=O)N=1)(C)C.C(N(CC)CC)C.ClC(=O)C(OC)=O, predict the reaction product. The product is: [F:1][C:2]1[CH:30]=[CH:29][C:5]([CH2:6][NH:7][C:8]([C:10]2[N:11]=[C:12]([C:19]([NH:22][C:23](=[O:28])[C:24]([N:36]([CH3:37])[CH3:35])=[O:26])([CH3:20])[CH3:21])[N:13]([CH3:18])[C:14](=[O:17])[C:15]=2[OH:16])=[O:9])=[CH:4][CH:3]=1. (7) Given the reactants [Cl:1][C:2]1[CH:7]=[CH:6][C:5]([N:8]2[CH:12]=[CH:11][CH:10]=[C:9]2[CH:13]=O)=[C:4]([C:15]([C:17]2[C:26]3[C:21](=[CH:22][CH:23]=[CH:24][CH:25]=3)[CH:20]=[CH:19][CH:18]=2)=[O:16])[CH:3]=1.CP(=[CH:31][C:32]([O:34][CH3:35])=[O:33])(C)C, predict the reaction product. The product is: [Cl:1][C:2]1[CH:7]=[CH:6][C:5]([N:8]2[CH:12]=[CH:11][CH:10]=[C:9]2/[CH:13]=[CH:31]/[C:32]([O:34][CH3:35])=[O:33])=[C:4]([C:15]([C:17]2[C:26]3[C:21](=[CH:22][CH:23]=[CH:24][CH:25]=3)[CH:20]=[CH:19][CH:18]=2)=[O:16])[CH:3]=1. (8) Given the reactants C(OC(=O)[NH:7][C:8]1[CH:13]=[C:12]([N:14]([CH2:16][CH:17]([CH3:19])[CH3:18])[CH3:15])[C:11]([C:20]([F:23])([F:22])[F:21])=[CH:10][C:9]=1[NH:24][C:25](=[O:36])[CH2:26][C:27]([C:29]1[CH:34]=[CH:33][CH:32]=[C:31]([Br:35])[CH:30]=1)=O)(C)(C)C.C(O)(C(F)(F)F)=O, predict the reaction product. The product is: [Br:35][C:31]1[CH:30]=[C:29]([C:27]2[CH2:26][C:25](=[O:36])[NH:24][C:9]3[CH:10]=[C:11]([C:20]([F:22])([F:23])[F:21])[C:12]([N:14]([CH2:16][CH:17]([CH3:18])[CH3:19])[CH3:15])=[CH:13][C:8]=3[N:7]=2)[CH:34]=[CH:33][CH:32]=1. (9) Given the reactants [C:1]1([C:7]2[N:14]3[C:10](=[N:11][N:12]=[C:13]3[SH:15])[S:9][CH:8]=2)[CH:6]=[CH:5][CH:4]=[CH:3][CH:2]=1.[C:16]([O-])([O-])=O.[Cs+].[Cs+].CI, predict the reaction product. The product is: [CH3:16][S:15][C:13]1[N:14]2[C:7]([C:1]3[CH:2]=[CH:3][CH:4]=[CH:5][CH:6]=3)=[CH:8][S:9][C:10]2=[N:11][N:12]=1.